From a dataset of Peptide-MHC class II binding affinity with 134,281 pairs from IEDB. Regression. Given a peptide amino acid sequence and an MHC pseudo amino acid sequence, predict their binding affinity value. This is MHC class II binding data. (1) The binding affinity (normalized) is 0.289. The peptide sequence is GKIILVAVHVASGYI. The MHC is HLA-DPA10301-DPB10402 with pseudo-sequence HLA-DPA10301-DPB10402. (2) The peptide sequence is STNDDEVLIEVNPPF. The MHC is DRB1_0301 with pseudo-sequence DRB1_0301. The binding affinity (normalized) is 0.179. (3) The peptide sequence is MAFQEMENFLGPIAV. The MHC is DRB1_0404 with pseudo-sequence DRB1_0404. The binding affinity (normalized) is 0.787. (4) The peptide sequence is SGVAWLVVDPTTLFW. The MHC is DRB1_0401 with pseudo-sequence DRB1_0401. The binding affinity (normalized) is 0.702. (5) The peptide sequence is YPKYVKQNTLKLAT. The MHC is H-2-IAs with pseudo-sequence H-2-IAs. The binding affinity (normalized) is 0.180. (6) The binding affinity (normalized) is 0.345. The MHC is HLA-DPA10103-DPB10401 with pseudo-sequence HLA-DPA10103-DPB10401. The peptide sequence is NMVVERLGDYLVEQG.